From a dataset of Forward reaction prediction with 1.9M reactions from USPTO patents (1976-2016). Predict the product of the given reaction. Given the reactants Cl[C:2]1[N:3]=[C:4]([NH:17][CH2:18][CH2:19][CH3:20])[C:5]2[N:11]=[C:10]([Cl:12])[N:9]=[C:8]([NH:13][CH2:14][CH2:15][CH3:16])[C:6]=2[N:7]=1.Cl.[CH3:22][NH:23][O:24][CH3:25].C(N(CC)C(C)C)(C)C.C([O-])(O)=O.[Na+], predict the reaction product. The product is: [Cl:12][C:10]1[N:9]=[C:8]([NH:13][CH2:14][CH2:15][CH3:16])[C:6]2[N:7]=[C:2]([N:23]([CH3:22])[O:24][CH3:25])[N:3]=[C:4]([NH:17][CH2:18][CH2:19][CH3:20])[C:5]=2[N:11]=1.